Dataset: NCI-60 drug combinations with 297,098 pairs across 59 cell lines. Task: Regression. Given two drug SMILES strings and cell line genomic features, predict the synergy score measuring deviation from expected non-interaction effect. (1) Drug 1: CS(=O)(=O)C1=CC(=C(C=C1)C(=O)NC2=CC(=C(C=C2)Cl)C3=CC=CC=N3)Cl. Drug 2: C1=CC(=C2C(=C1NCCNCCO)C(=O)C3=C(C=CC(=C3C2=O)O)O)NCCNCCO. Cell line: HS 578T. Synergy scores: CSS=37.5, Synergy_ZIP=8.87, Synergy_Bliss=11.9, Synergy_Loewe=-17.3, Synergy_HSA=7.45. (2) Drug 1: CCC1=CC2CC(C3=C(CN(C2)C1)C4=CC=CC=C4N3)(C5=C(C=C6C(=C5)C78CCN9C7C(C=CC9)(C(C(C8N6C)(C(=O)OC)O)OC(=O)C)CC)OC)C(=O)OC.C(C(C(=O)O)O)(C(=O)O)O. Drug 2: C1C(C(OC1N2C=NC(=NC2=O)N)CO)O. Cell line: RPMI-8226. Synergy scores: CSS=68.6, Synergy_ZIP=4.38, Synergy_Bliss=4.30, Synergy_Loewe=-3.39, Synergy_HSA=7.00. (3) Synergy scores: CSS=63.5, Synergy_ZIP=10.3, Synergy_Bliss=7.57, Synergy_Loewe=-11.7, Synergy_HSA=8.95. Drug 2: CC1=C(C=C(C=C1)NC(=O)C2=CC=C(C=C2)CN3CCN(CC3)C)NC4=NC=CC(=N4)C5=CN=CC=C5. Drug 1: CC1=C2C(C(=O)C3(C(CC4C(C3C(C(C2(C)C)(CC1OC(=O)C(C(C5=CC=CC=C5)NC(=O)OC(C)(C)C)O)O)OC(=O)C6=CC=CC=C6)(CO4)OC(=O)C)OC)C)OC. Cell line: NCIH23.